This data is from Reaction yield outcomes from USPTO patents with 853,638 reactions. The task is: Predict the reaction yield, written as a fraction of the theoretical maximum amount of product (1.0 means a 100% yield; for example, 0.34 means a 34% yield). (1) The reactants are C[O:2][C:3]([C:5]1[CH:9]=[C:8]([C:10]2[CH:15]=[CH:14][CH:13]=[CH:12][N:11]=2)[N:7]([C:16]2[N:17]=[N:18][C:19]([O:22][CH3:23])=[CH:20][CH:21]=2)[N:6]=1)=[O:4].Cl.C(Cl)(Cl)Cl.CO. The catalyst is CO.O1CCCC1.[OH-].[Na+]. The product is [CH3:23][O:22][C:19]1[N:18]=[N:17][C:16]([N:7]2[C:8]([C:10]3[CH:15]=[CH:14][CH:13]=[CH:12][N:11]=3)=[CH:9][C:5]([C:3]([OH:4])=[O:2])=[N:6]2)=[CH:21][CH:20]=1. The yield is 0.476. (2) The reactants are Cl[C:2]1[N:3]=[C:4]([CH2:15][OH:16])[CH:5]=[C:6]2[CH:10]=[C:9]([Si:11]([CH3:14])([CH3:13])[CH3:12])[O:8][C:7]=12.C1CCCCC=1. The catalyst is [Pd].CCO. The product is [OH:16][CH2:15][C:4]1[CH:5]=[C:6]2[CH:10]=[C:9]([Si:11]([CH3:14])([CH3:13])[CH3:12])[O:8][C:7]2=[CH:2][N:3]=1. The yield is 0.900. (3) The reactants are [C:1]([NH2:9])(=[O:8])[C:2]1[CH:7]=[CH:6][CH:5]=[CH:4][CH:3]=1.C([O-])([O-])=O.[K+].[K+].[C@@H]1(N)CCCC[C@H]1N.Br[C:25]1[CH:26]=[C:27]([CH3:32])[CH:28]=[C:29]([CH3:31])[CH:30]=1. The catalyst is [Cu]I.O1CCOCC1. The product is [CH3:32][C:27]1[CH:26]=[C:25]([NH:9][C:1](=[O:8])[C:2]2[CH:7]=[CH:6][CH:5]=[CH:4][CH:3]=2)[CH:30]=[C:29]([CH3:31])[CH:28]=1. The yield is 0.900. (4) The reactants are Br[C:2]1[CH:3]=[CH:4][C:5]2[N:9]=[CH:8][N:7]([CH3:10])[C:6]=2[CH:11]=1.[NH2:12][C:13]1[CH:14]=[C:15](B(O)O)[CH:16]=[CH:17][CH:18]=1.C([O-])([O-])=O.[K+].[K+]. The catalyst is O1CCOCC1.C1C=CC(P(C2C=CC=CC=2)[C-]2C=CC=C2)=CC=1.C1C=CC(P(C2C=CC=CC=2)[C-]2C=CC=C2)=CC=1.Cl[Pd]Cl.[Fe+2]. The product is [CH3:10][N:7]1[C:6]2[CH:11]=[C:2]([C:17]3[CH:18]=[C:13]([CH:14]=[CH:15][CH:16]=3)[NH2:12])[CH:3]=[CH:4][C:5]=2[N:9]=[CH:8]1. The yield is 0.567.